Dataset: Reaction yield outcomes from USPTO patents with 853,638 reactions. Task: Predict the reaction yield, written as a fraction of the theoretical maximum amount of product (1.0 means a 100% yield; for example, 0.34 means a 34% yield). (1) The reactants are C([Mg]Br)C.[C:5]([C:14]1[CH:19]=[C:18]([CH3:20])[CH:17]=[CH:16][C:15]=1[OH:21])([C:8]1[CH:13]=[CH:12][CH:11]=[CH:10][CH:9]=1)([CH3:7])[CH3:6].[CH2:22]=[O:23].C(N(CC)CC)C. The catalyst is C1COCC1.C1(C)C=CC=CC=1. The product is [C:5]([C:14]1[CH:19]=[C:18]([CH3:20])[CH:17]=[C:16]([CH:22]=[O:23])[C:15]=1[OH:21])([C:8]1[CH:9]=[CH:10][CH:11]=[CH:12][CH:13]=1)([CH3:7])[CH3:6]. The yield is 0.920. (2) The reactants are [CH3:1][O:2][C:3]1[CH:12]=[C:11]2[C:6]([CH2:7][CH:8]([C:16]3[C:21]([O:22]CC4C=CC(OC)=CC=4)=[CH:20][CH:19]=[CH:18][N:17]=3)[C:9](=O)[C:10]2([CH3:14])[CH3:13])=[CH:5][CH:4]=1.S(=O)(=O)(O)O.[OH-].[Na+]. The catalyst is C(OCC)(=O)C. The product is [CH3:1][O:2][C:3]1[CH:4]=[CH:5][C:6]2[CH2:7][C:8]3[C:16]4[N:17]=[CH:18][CH:19]=[CH:20][C:21]=4[O:22][C:9]=3[C:10]([CH3:14])([CH3:13])[C:11]=2[CH:12]=1. The yield is 0.500. (3) The reactants are [C:1]([O:5][C:6](=[O:16])[NH:7][C:8]1[CH:13]=[CH:12][C:11]([F:14])=[CH:10][C:9]=1[NH2:15])([CH3:4])([CH3:3])[CH3:2].C([O:21][C:22](=O)[CH2:23][C:24]([C:26]1[CH:31]=[CH:30][CH:29]=[C:28]([C:32]2[CH:37]=[CH:36][N:35]=[C:34]([CH3:38])[CH:33]=2)[CH:27]=1)=[O:25])(C)(C)C. No catalyst specified. The product is [C:1]([O:5][C:6](=[O:16])[NH:7][C:8]1[CH:13]=[CH:12][C:11]([F:14])=[CH:10][C:9]=1[NH:15][C:22](=[O:21])[CH2:23][C:24]([C:26]1[CH:31]=[CH:30][CH:29]=[C:28]([C:32]2[CH:37]=[CH:36][N:35]=[C:34]([CH3:38])[CH:33]=2)[CH:27]=1)=[O:25])([CH3:4])([CH3:2])[CH3:3]. The yield is 0.840. (4) The reactants are [F:1][C:2]1[C:3]2[N:4]([CH:20]=[N:21][CH:22]=2)[C:5]([NH:11][C:12]2[CH:17]=[CH:16][C:15]([I:18])=[CH:14][C:13]=2[F:19])=[C:6]([C:8]([OH:10])=O)[CH:7]=1.[CH3:23][C:24]1([CH3:32])[O:28][C@H:27]([CH2:29]NO)[CH2:26][O:25]1.CCN=C=NCCCN(C)C.C1C=CC2[N:52]([OH:53])N=NC=2C=1.CCN(C(C)C)C(C)C. The yield is 0.970. The product is [CH3:32][C:24]1([CH3:23])[O:28][C@@H:27]([CH2:29][O:53][NH:52][C:8]([C:6]2[CH:7]=[C:2]([F:1])[C:3]3[N:4]([CH:20]=[N:21][CH:22]=3)[C:5]=2[NH:11][C:12]2[CH:17]=[CH:16][C:15]([I:18])=[CH:14][C:13]=2[F:19])=[O:10])[CH2:26][O:25]1. The catalyst is CN(C=O)C. (5) The reactants are [CH3:1][N:2]1[C:7](=[O:8])[CH2:6][O:5][C:4]2[N:9]=[C:10]([C:19]3[CH:33]=[CH:32][C:22]([CH2:23][NH:24]C(=O)OC(C)(C)C)=[CH:21][CH:20]=3)[C:11]([C:13]3[CH:18]=[CH:17][CH:16]=[CH:15][CH:14]=3)=[CH:12][C:3]1=2. The catalyst is C(O)(C(F)(F)F)=O. The product is [NH2:24][CH2:23][C:22]1[CH:21]=[CH:20][C:19]([C:10]2[C:11]([C:13]3[CH:14]=[CH:15][CH:16]=[CH:17][CH:18]=3)=[CH:12][C:3]3[N:2]([CH3:1])[C:7](=[O:8])[CH2:6][O:5][C:4]=3[N:9]=2)=[CH:33][CH:32]=1. The yield is 0.850. (6) The catalyst is C(Cl)Cl. The product is [F:28][C:9]1([F:8])[CH2:13][CH2:12][N:11]([CH2:14][CH:15]2[CH2:20][CH2:19][NH:18][CH2:17][CH2:16]2)[CH2:10]1. The reactants are C(O)(C(F)(F)F)=O.[F:8][C:9]1([F:28])[CH2:13][CH2:12][N:11]([CH2:14][CH:15]2[CH2:20][CH2:19][N:18](C(OC(C)(C)C)=O)[CH2:17][CH2:16]2)[CH2:10]1. The yield is 0.840. (7) The reactants are [Cl:1][C:2]1[C:3]([O:12][CH:13]([CH3:15])[CH3:14])=[CH:4][CH:5]=[C:6]2[C:10]=1[C:9](=[O:11])[NH:8][CH2:7]2.C([O:23][C:24]1[C:29]([CH2:30]Cl)=[C:28]([CH3:32])[CH:27]=[C:26]([CH3:33])[N:25]=1)C1C=CC=CC=1.C(=O)([O-])[O-].[Cs+].[Cs+].[I-].[K+]. The catalyst is CN(C=O)C. The product is [Cl:1][C:2]1[C:3]([O:12][CH:13]([CH3:15])[CH3:14])=[CH:4][CH:5]=[C:6]2[C:10]=1[C:9](=[O:11])[N:8]([CH2:30][C:29]1[C:24](=[O:23])[NH:25][C:26]([CH3:33])=[CH:27][C:28]=1[CH3:32])[CH2:7]2. The yield is 0.120.